From a dataset of Full USPTO retrosynthesis dataset with 1.9M reactions from patents (1976-2016). Predict the reactants needed to synthesize the given product. Given the product [CH2:1]([O:3][C:4](=[O:18])[CH2:5][CH:6]1[O:10][B:9]([OH:11])[C:8]2[CH:12]=[C:13]([O:17][C:26]3[CH:27]=[N:28][CH:29]=[C:30]([C:32]#[N:33])[N:31]=3)[CH:14]=[C:15]([CH3:16])[C:7]1=2)[CH3:2], predict the reactants needed to synthesize it. The reactants are: [CH2:1]([O:3][C:4](=[O:18])[CH2:5][CH:6]1[O:10][B:9]([OH:11])[C:8]2[CH:12]=[C:13]([OH:17])[CH:14]=[C:15]([CH3:16])[C:7]1=2)[CH3:2].C(=O)([O-])[O-].[Cs+].[Cs+].Cl[C:26]1[N:31]=[C:30]([C:32]#[N:33])[CH:29]=[N:28][CH:27]=1.